This data is from Catalyst prediction with 721,799 reactions and 888 catalyst types from USPTO. The task is: Predict which catalyst facilitates the given reaction. (1) Reactant: [CH3:1][O:2][C:3]1[CH:28]=[CH:27][C:6]([CH2:7][N:8]2[C:12]3=[N:13][CH:14]=[CH:15][C:16]([O:17][C:18]4[CH:23]=[CH:22][C:21]([NH2:24])=[CH:20][C:19]=4[F:25])=[C:11]3[C:10](I)=[N:9]2)=[CH:5][CH:4]=1.[CH3:29][O:30][CH2:31][CH2:32][N:33]1[CH2:38][CH2:37][CH:36]([NH2:39])[CH2:35][CH2:34]1.N1CCC[C@H]1C(O)=O.C([O-])([O-])=O.[K+].[K+]. Product: [CH3:1][O:2][C:3]1[CH:28]=[CH:27][C:6]([CH2:7][N:8]2[C:12]3=[N:13][CH:14]=[CH:15][C:16]([O:17][C:18]4[CH:23]=[CH:22][C:21]([NH2:24])=[CH:20][C:19]=4[F:25])=[C:11]3[C:10]([NH:39][CH:36]3[CH2:37][CH2:38][N:33]([CH2:32][CH2:31][O:30][CH3:29])[CH2:34][CH2:35]3)=[N:9]2)=[CH:5][CH:4]=1. The catalyst class is: 419. (2) Reactant: [CH2:1]([O:4][C:5](=[O:39])[C@@H:6]([NH:31][C:32]([O:34][C:35]([CH3:38])([CH3:37])[CH3:36])=[O:33])[CH2:7][C:8]1[CH:30]=[CH:29][C:11]([O:12][C:13]([NH:15][C@H:16]([C:26](O)=[O:27])[CH2:17][NH:18][C:19]([O:21][C:22]([CH3:25])([CH3:24])[CH3:23])=[O:20])=[O:14])=[CH:10][CH:9]=1)[CH:2]=[CH2:3].[C:40]([S:59][CH2:60][C@@H:61]([C:63]([NH2:65])=[O:64])[NH2:62])([C:53]1[CH:58]=[CH:57][CH:56]=[CH:55][CH:54]=1)([C:47]1[CH:52]=[CH:51][CH:50]=[CH:49][CH:48]=1)[C:41]1[CH:46]=[CH:45][CH:44]=[CH:43][CH:42]=1.C(N(CC)C(C)C)(C)C.CN(C(ON1N=NC2C=CC=NC1=2)=[N+](C)C)C.F[P-](F)(F)(F)(F)F. Product: [CH2:1]([O:4][C:5](=[O:39])[C@@H:6]([NH:31][C:32]([O:34][C:35]([CH3:38])([CH3:37])[CH3:36])=[O:33])[CH2:7][C:8]1[CH:9]=[CH:10][C:11]([O:12][C:13]([NH:15][C@H:16]([C:26]([NH:62][C@H:61]([C:63]([NH2:65])=[O:64])[CH2:60][S:59][C:40]([C:47]2[CH:52]=[CH:51][CH:50]=[CH:49][CH:48]=2)([C:53]2[CH:54]=[CH:55][CH:56]=[CH:57][CH:58]=2)[C:41]2[CH:42]=[CH:43][CH:44]=[CH:45][CH:46]=2)=[O:27])[CH2:17][NH:18][C:19]([O:21][C:22]([CH3:25])([CH3:24])[CH3:23])=[O:20])=[O:14])=[CH:29][CH:30]=1)[CH:2]=[CH2:3]. The catalyst class is: 4. (3) Reactant: [F:1][C:2]1[CH:3]=[CH:4][C:5]([O:10][C:11]2[CH:20]=[CH:19][C:14]3[C:15]([CH3:18])=[N:16][O:17][C:13]=3[CH:12]=2)=[C:6]([CH:9]=1)[CH2:7][NH2:8].FC(F)(F)C[O:24][C:25](=O)[NH:26][C:27]1[N:28]([C:36]2[CH:41]=[CH:40][C:39]([CH3:42])=[CH:38][CH:37]=2)[N:29]=[C:30]([C:32]([CH3:35])([CH3:34])[CH3:33])[CH:31]=1.C(N(C(C)C)CC)(C)C. Product: [C:32]([C:30]1[CH:31]=[C:27]([NH:26][C:25]([NH:8][CH2:7][C:6]2[CH:9]=[C:2]([F:1])[CH:3]=[CH:4][C:5]=2[O:10][C:11]2[CH:20]=[CH:19][C:14]3[C:15]([CH3:18])=[N:16][O:17][C:13]=3[CH:12]=2)=[O:24])[N:28]([C:36]2[CH:41]=[CH:40][C:39]([CH3:42])=[CH:38][CH:37]=2)[N:29]=1)([CH3:35])([CH3:33])[CH3:34]. The catalyst class is: 3. (4) Reactant: [Cl:1][C:2]1[CH:3]=[C:4]([NH:17][C:18]2[C:19]3[S:26][C:25]([C:27]#[C:28][C@@H:29]4[CH2:33][O:32]C(C)(C)[N:30]4C(OC(C)(C)C)=O)=[CH:24][C:20]=3[N:21]=[CH:22][N:23]=2)[CH:5]=[CH:6][C:7]=1[O:8][CH2:9][C:10]1[CH:15]=[CH:14][CH:13]=[C:12]([F:16])[CH:11]=1.FC(F)(F)C(O)=O. Product: [NH2:30][C@H:29]([C:28]#[C:27][C:25]1[S:26][C:19]2[C:18]([NH:17][C:4]3[CH:5]=[CH:6][C:7]([O:8][CH2:9][C:10]4[CH:15]=[CH:14][CH:13]=[C:12]([F:16])[CH:11]=4)=[C:2]([Cl:1])[CH:3]=3)=[N:23][CH:22]=[N:21][C:20]=2[CH:24]=1)[CH2:33][OH:32]. The catalyst class is: 4. (5) Reactant: [NH2:1][C:2]1[N:6]([CH3:7])[N:5]=[C:4]([O:8][CH2:9][CH2:10][OH:11])[C:3]=1[C:12]1[CH:20]=[CH:19][C:15]2[O:16][CH2:17][O:18][C:14]=2[CH:13]=1.[H-].[Na+].[Cl:23][C:24]1[CH:25]=[N:26][C:27](S(C)(=O)=O)=[N:28][CH:29]=1.[Cl-].[NH4+]. Product: [O:16]1[C:15]2[CH:19]=[CH:20][C:12]([C:3]3[C:4]([O:8][CH2:9][CH2:10][O:11][C:27]4[N:28]=[CH:29][C:24]([Cl:23])=[CH:25][N:26]=4)=[N:5][N:6]([CH3:7])[C:2]=3[NH2:1])=[CH:13][C:14]=2[O:18][CH2:17]1. The catalyst class is: 7. (6) Reactant: [C:1]1([S:7]([C:10]2[CH:11]=[CH:12][C:13]3[O:18][CH2:17][CH2:16][NH:15][C:14]=3[CH:19]=2)(=[O:9])=[O:8])[CH:6]=[CH:5][CH:4]=[CH:3][CH:2]=1.Br[CH2:21][C:22]#[N:23].C(N(CC)C(C)C)(C)C.ClCCl. Product: [C:1]1([S:7]([C:10]2[CH:11]=[CH:12][C:13]3[O:18][CH2:17][CH2:16][N:15]([CH2:21][C:22]#[N:23])[C:14]=3[CH:19]=2)(=[O:9])=[O:8])[CH:2]=[CH:3][CH:4]=[CH:5][CH:6]=1. The catalyst class is: 146. (7) Product: [Cl:1][C:2]1[C:3]2[C:4](=[CH:9][N:10]([CH2:19][CH2:20][O:21][CH:22]3[CH2:27][CH2:26][CH2:25][CH2:24][O:23]3)[N:11]=2)[N:5]=[CH:6][C:7]=1[F:8].[Cl:1][C:2]1[C:7]([F:8])=[CH:6][N:5]=[C:4]2[CH:9]=[N:10][N:11]([CH2:19][CH2:20][O:21][CH:22]3[CH2:27][CH2:26][CH2:25][CH2:24][O:23]3)[C:3]=12. The catalyst class is: 3. Reactant: [Cl:1][C:2]1[C:7]([F:8])=[CH:6][N:5]=[C:4]2[CH:9]=[N:10][NH:11][C:3]=12.C([O-])([O-])=O.[Cs+].[Cs+].Br[CH2:19][CH2:20][O:21][CH:22]1[CH2:27][CH2:26][CH2:25][CH2:24][O:23]1. (8) Reactant: [C:1]([O:5][CH3:6])(=[O:4])[CH:2]=[CH2:3].[CH3:7][C:8]1[CH:13]=[CH:12][CH:11]=[CH:10][C:9]=1P([C:9]1[CH:10]=[CH:11][CH:12]=[CH:13][C:8]=1[CH3:7])[C:9]1[CH:10]=[CH:11][CH:12]=[CH:13][C:8]=1[CH3:7].C([N:31](CC)CC)C.C[N:37]([CH3:40])C=O. Product: [CH3:7][C:8]1[C:9]2[C:40](=[CH:13][C:12](/[CH:3]=[CH:2]/[C:1]([O:5][CH3:6])=[O:4])=[CH:11][CH:10]=2)[NH:37][N:31]=1. The catalyst class is: 167. (9) Reactant: [Br:1][C:2]1[C:3]([CH3:18])=[C:4]([C:14]([O:16][CH3:17])=[O:15])[S:5][C:6]=1SC1C=CC=CC=1.Cl[C:20]1[CH:25]=[CH:24][CH:23]=[C:22](C(OO)=O)[CH:21]=1.[S:30]([O-:34])([O-])(=[O:32])=S.[Na+].[Na+]. Product: [Br:1][C:2]1[C:3]([CH3:18])=[C:4]([C:14]([O:16][CH3:17])=[O:15])[S:5][C:6]=1[S:30]([C:20]1[CH:21]=[CH:22][CH:23]=[CH:24][CH:25]=1)(=[O:34])=[O:32]. The catalyst class is: 13.